From a dataset of Peptide-MHC class II binding affinity with 134,281 pairs from IEDB. Regression. Given a peptide amino acid sequence and an MHC pseudo amino acid sequence, predict their binding affinity value. This is MHC class II binding data. (1) The peptide sequence is VAKLFKDYSSVVRPV. The MHC is DRB1_0405 with pseudo-sequence DRB1_0405. The binding affinity (normalized) is 0.188. (2) The peptide sequence is GLVPKLDAAYSVAYK. The MHC is DRB3_0202 with pseudo-sequence DRB3_0202. The binding affinity (normalized) is 0.460.